Dataset: Peptide-MHC class I binding affinity with 185,985 pairs from IEDB/IMGT. Task: Regression. Given a peptide amino acid sequence and an MHC pseudo amino acid sequence, predict their binding affinity value. This is MHC class I binding data. (1) The peptide sequence is RRRPVTRPL. The MHC is HLA-B45:06 with pseudo-sequence HLA-B45:06. The binding affinity (normalized) is 0.213. (2) The peptide sequence is PLRPMTYR. The MHC is HLA-A68:02 with pseudo-sequence HLA-A68:02. The binding affinity (normalized) is 0. (3) The peptide sequence is VLGPISGHV. The MHC is HLA-A02:01 with pseudo-sequence HLA-A02:01. The binding affinity (normalized) is 0.132. (4) The peptide sequence is RPMTYKAAV. The MHC is HLA-B44:02 with pseudo-sequence HLA-B44:02. The binding affinity (normalized) is 0.